From a dataset of Full USPTO retrosynthesis dataset with 1.9M reactions from patents (1976-2016). Predict the reactants needed to synthesize the given product. (1) Given the product [CH3:1][C:2]1[CH:7]=[CH:6][C:5]([CH3:8])=[CH:4][C:3]=1[O:9][CH2:10][CH:11]1[CH2:16][CH2:15][N:14]([S:17]([CH2:20][CH:21]([NH:29][OH:30])[C:22]2[CH:23]=[CH:24][C:25]([F:28])=[CH:26][CH:27]=2)(=[O:19])=[O:18])[CH2:13][CH2:12]1, predict the reactants needed to synthesize it. The reactants are: [CH3:1][C:2]1[CH:7]=[CH:6][C:5]([CH3:8])=[CH:4][C:3]=1[O:9][CH2:10][CH:11]1[CH2:16][CH2:15][N:14]([S:17](/[CH:20]=[CH:21]/[C:22]2[CH:27]=[CH:26][C:25]([F:28])=[CH:24][CH:23]=2)(=[O:19])=[O:18])[CH2:13][CH2:12]1.[NH2:29][OH:30].[Cl-].[NH4+].CCOC(C)=O.CCCCCC. (2) Given the product [CH3:1][N:2]1[C@H:6]2[C@@H:7]([C:19]([O:21][CH3:22])=[O:20])[C@@H:8]([O:10][C:11]([C:13]3[CH:18]=[CH:17][CH:16]=[CH:15][CH:14]=3)=[O:12])[CH2:9][C@@H:3]1[CH2:4][CH2:5]2.[CH3:23][N:24]1[CH:28]2[CH:29]([C:41]([OH:43])=[O:42])[CH:30]([O:32][C:33]([C:35]3[CH:36]=[CH:37][CH:38]=[CH:39][CH:40]=3)=[O:34])[CH2:31][CH:25]1[CH2:26][CH2:27]2.[C:57]([OH:58])(=[O:56])[C:59]1[CH:64]=[CH:63][CH:62]=[CH:61][CH:60]=1, predict the reactants needed to synthesize it. The reactants are: [CH3:1][N:2]1[C@H:6]2[C@@H:7]([C:19]([O:21][CH3:22])=[O:20])[C@@H:8]([O:10][C:11]([C:13]3[CH:14]=[CH:15][CH:16]=[CH:17][CH:18]=3)=[O:12])[CH2:9][C@@H:3]1[CH2:4][CH2:5]2.[CH3:23][N:24]1[CH:28]2[CH:29]([C:41]([OH:43])=[O:42])[CH:30]([O:32][C:33]([C:35]3[CH:40]=[CH:39][CH:38]=[CH:37][CH:36]=3)=[O:34])[CH2:31][CH:25]1[CH2:26][CH2:27]2.COC([C@H]1[C@@H]([O:56][C:57]([C:59]2[CH:64]=[CH:63][CH:62]=[CH:61][CH:60]=2)=[O:58])C[C@H]2N[C@@H]1CC2)=O.N. (3) Given the product [C:26]([O:25][C:23]([N:21]1[CH:22]=[C:18]([C:9]2[N:10]([C:11]([O:13][C:14]([CH3:16])([CH3:15])[CH3:17])=[O:12])[C:4]3[CH:3]=[C:2]([NH:41][C:38]4[CH:39]=[CH:40][C:35]([S:32](=[O:34])(=[O:33])[N:31]([CH3:30])[CH3:42])=[CH:36][CH:37]=4)[N:7]=[CH:6][C:5]=3[CH:8]=2)[CH:19]=[N:20]1)=[O:24])([CH3:29])([CH3:27])[CH3:28], predict the reactants needed to synthesize it. The reactants are: Br[C:2]1[N:7]=[CH:6][C:5]2[CH:8]=[C:9]([C:18]3[CH:19]=[N:20][N:21]([C:23]([O:25][C:26]([CH3:29])([CH3:28])[CH3:27])=[O:24])[CH:22]=3)[N:10]([C:11]([O:13][C:14]([CH3:17])([CH3:16])[CH3:15])=[O:12])[C:4]=2[CH:3]=1.[CH3:30][N:31]([CH3:42])[S:32]([C:35]1[CH:40]=[CH:39][C:38]([NH2:41])=[CH:37][CH:36]=1)(=[O:34])=[O:33]. (4) Given the product [Cl:1][C:2]1[S:6][C:5]([S:7]([N:10]([CH2:34][O:33][CH2:32][CH2:31][Si:30]([CH3:37])([CH3:36])[CH3:29])[C:11]2[C:19]3[C:14](=[CH:15][CH:16]=[CH:17][C:18]=3[O:20][CH3:21])[N:13]([C:22]([O:24][C:25]([CH3:28])([CH3:27])[CH3:26])=[O:23])[N:12]=2)(=[O:8])=[O:9])=[CH:4][CH:3]=1, predict the reactants needed to synthesize it. The reactants are: [Cl:1][C:2]1[S:6][C:5]([S:7]([NH:10][C:11]2[C:19]3[C:14](=[CH:15][CH:16]=[CH:17][C:18]=3[O:20][CH3:21])[N:13]([C:22]([O:24][C:25]([CH3:28])([CH3:27])[CH3:26])=[O:23])[N:12]=2)(=[O:9])=[O:8])=[CH:4][CH:3]=1.[CH3:29][Si:30]([CH3:37])([CH3:36])[CH2:31][CH2:32][O:33][CH2:34]Cl.C(NC(C)C)(C)C.